Dataset: Catalyst prediction with 721,799 reactions and 888 catalyst types from USPTO. Task: Predict which catalyst facilitates the given reaction. Reactant: [OH:1][C@H:2]1[C@@H:10]([OH:11])[C:9]2[C:4](=[CH:5][CH:6]=[CH:7][CH:8]=2)[C:3]1([NH:13][C:14](=[O:22])[O:15][CH2:16][CH2:17][Si:18]([CH3:21])([CH3:20])[CH3:19])[CH3:12].[H-].[Na+].[Cl-].[NH4+].C(OCC)(=O)C. Product: [OH:1][C@@H:2]1[C@H:10]([OH:11])[C:9]2[C:4](=[CH:5][CH:6]=[CH:7][CH:8]=2)[C@:3]1([NH:13][C:14](=[O:22])[O:15][CH2:16][CH2:17][Si:18]([CH3:21])([CH3:20])[CH3:19])[CH3:12].[OH:11][CH:10]1[CH:2]2[C:3]([CH3:12])([NH:13][C:14](=[O:15])[O:22]2)[C:4]2[CH:5]=[CH:6][CH:7]=[CH:8][C:9]1=2. The catalyst class is: 1.